From a dataset of Full USPTO retrosynthesis dataset with 1.9M reactions from patents (1976-2016). Predict the reactants needed to synthesize the given product. (1) Given the product [CH2:1]([O:3][C:4](=[O:28])[O:5][C:6]1[CH:7]([CH2:20][CH:21]2[CH2:26][CH2:25][S:24](=[O:27])(=[N:33][C:31](=[O:32])[C:30]([F:35])([F:34])[F:29])[CH2:23][CH2:22]2)[NH:8][C:9](=[O:19])[C:10]=1[C:11]1[CH:16]=[C:15]([CH3:17])[CH:14]=[CH:13][C:12]=1[CH3:18])[CH3:2], predict the reactants needed to synthesize it. The reactants are: [CH2:1]([O:3][C:4](=[O:28])[O:5][C:6]1[CH:7]([CH2:20][CH:21]2[CH2:26][CH2:25][S:24](=[O:27])[CH2:23][CH2:22]2)[NH:8][C:9](=[O:19])[C:10]=1[C:11]1[CH:16]=[C:15]([CH3:17])[CH:14]=[CH:13][C:12]=1[CH3:18])[CH3:2].[F:29][C:30]([F:35])([F:34])[C:31]([NH2:33])=[O:32].C(OI(C1C=CC=CC=1)OC(=O)C)(=O)C. (2) Given the product [CH3:1][C@@:2]1([OH:24])[C@H:6]([OH:7])[C@@H:5]([CH2:8][OH:9])[O:4][C@H:3]1[N:10]1[CH:23]=[C:14]2[CH2:15][CH2:16][C:17]3[C:18](=[O:22])[NH:19][N:20]=[CH:21][C:12]([C:13]=32)=[N:11]1, predict the reactants needed to synthesize it. The reactants are: [CH3:1][C@@:2]1([OH:24])[C@H:6]([OH:7])[C@@H:5]([CH2:8][OH:9])[O:4][C@H:3]1[N:10]1[CH:23]=[C:14]2[CH:15]=[CH:16][C:17]3[C:18](=[O:22])[NH:19][N:20]=[CH:21][C:12]([C:13]=32)=[N:11]1. (3) Given the product [Cl:15][C:8]1[CH:7]=[N:6][C:5]2[C:10](=[CH:11][C:2]([F:1])=[CH:3][CH:4]=2)[N:9]=1, predict the reactants needed to synthesize it. The reactants are: [F:1][C:2]1[CH:11]=[C:10]2[C:5]([N:6]=[CH:7][C:8](O)=[N:9]2)=[CH:4][CH:3]=1.P(Cl)(Cl)([Cl:15])=O. (4) Given the product [C:1]([C:5]1[CH:24]=[C:23]([F:25])[CH:22]=[CH:21][C:6]=1[O:7][CH2:8][CH:9]1[CH2:13][CH2:12][N:11]([C:14](=[O:20])[CH2:15][CH2:16][C:17]([O-:19])=[O:18])[CH2:10]1)([CH3:4])([CH3:2])[CH3:3].[C:1]([C:5]1[CH:24]=[C:23]([F:25])[CH:22]=[CH:21][C:6]=1[O:7][CH2:8][CH:9]1[CH2:13][CH2:12][N:11]([C:14](=[O:20])[CH2:15][CH2:16][C:17]([O-:19])=[O:18])[CH2:10]1)([CH3:4])([CH3:2])[CH3:3].[Ca+2:32], predict the reactants needed to synthesize it. The reactants are: [C:1]([C:5]1[CH:24]=[C:23]([F:25])[CH:22]=[CH:21][C:6]=1[O:7][CH2:8][CH:9]1[CH2:13][CH2:12][N:11]([C:14](=[O:20])[CH2:15][CH2:16][C:17]([OH:19])=[O:18])[CH2:10]1)([CH3:4])([CH3:3])[CH3:2].C(=O)([O-])O.[K+].[Cl-].[Ca+2:32].[Cl-]. (5) Given the product [Br:1][C:2]1[CH:3]=[C:4]([C:17]([F:19])([F:18])[F:20])[C:5]2[N:6]([C:26]([O:25][C:22]([CH3:24])([CH3:23])[CH3:21])=[O:27])[C:7]3[C:12]([S:13][C:14]=2[CH:15]=1)=[CH:11][C:10]([Br:16])=[CH:9][CH:8]=3, predict the reactants needed to synthesize it. The reactants are: [Br:1][C:2]1[CH:3]=[C:4]([C:17]([F:20])([F:19])[F:18])[C:5]2[NH:6][C:7]3[C:12]([S:13][C:14]=2[CH:15]=1)=[CH:11][C:10]([Br:16])=[CH:9][CH:8]=3.[CH3:21][C:22]([O:25][C:26](O[C:26]([O:25][C:22]([CH3:24])([CH3:23])[CH3:21])=[O:27])=[O:27])([CH3:24])[CH3:23]. (6) Given the product [C:1]([O:5][C:6](=[O:31])[CH2:7][O:8][C:9]1[C:14]2[CH2:15][CH2:16][CH2:17][CH2:18][CH:19]([NH:20][S:21]([C:24]3[CH:29]=[CH:28][C:27]([C:38]4[CH:39]=[C:40]([CH3:42])[CH:41]=[C:36]([C:32]([CH3:35])([CH3:34])[CH3:33])[CH:37]=4)=[CH:26][CH:25]=3)(=[O:23])=[O:22])[C:13]=2[CH:12]=[CH:11][CH:10]=1)([CH3:4])([CH3:3])[CH3:2], predict the reactants needed to synthesize it. The reactants are: [C:1]([O:5][C:6](=[O:31])[CH2:7][O:8][C:9]1[C:14]2[CH2:15][CH2:16][CH2:17][CH2:18][CH:19]([NH:20][S:21]([C:24]3[CH:29]=[CH:28][C:27](I)=[CH:26][CH:25]=3)(=[O:23])=[O:22])[C:13]=2[CH:12]=[CH:11][CH:10]=1)([CH3:4])([CH3:3])[CH3:2].[C:32]([C:36]1[CH:37]=[C:38](B(O)O)[CH:39]=[C:40]([CH3:42])[CH:41]=1)([CH3:35])([CH3:34])[CH3:33].C([O-])([O-])=O.[K+].[K+]. (7) Given the product [CH2:1]([O:3][C:4]([N:6]1[CH:11]2[CH2:12][CH2:13][CH:7]1[CH2:8][CH:9]([N:14]1[CH2:15][CH2:16][CH:17]([N:20]([C:21]3[CH:22]=[CH:23][C:24]([F:27])=[CH:25][CH:26]=3)[S:29]([CH3:28])(=[O:31])=[O:30])[CH2:18][CH2:19]1)[CH2:10]2)=[O:5])[CH3:2], predict the reactants needed to synthesize it. The reactants are: [CH2:1]([O:3][C:4]([N:6]1[CH:11]2[CH2:12][CH2:13][CH:7]1[CH2:8][CH:9]([N:14]1[CH2:19][CH2:18][CH:17]([NH:20][C:21]3[CH:26]=[CH:25][C:24]([F:27])=[CH:23][CH:22]=3)[CH2:16][CH2:15]1)[CH2:10]2)=[O:5])[CH3:2].[CH3:28][S:29](Cl)(=[O:31])=[O:30]. (8) Given the product [CH2:19]([O:18][CH:11]([O:15][CH2:16][CH3:17])[CH2:1][CH3:2])[CH3:20], predict the reactants needed to synthesize it. The reactants are: [CH3:1][C:2]1C=NNC=1.C(=O)CC.[CH:11]([O:18][CH2:19][CH3:20])([O:15][CH2:16][CH3:17])OCC.[N+]([O-])([O-])=O.[NH4+]. (9) Given the product [C:17]([NH:16][C:14](=[O:15])[N:13]([CH2:12][C:9]1[CH:8]=[CH:7][C:6]([CH:5]=[CH:4][C:3]([NH:38][OH:39])=[O:2])=[CH:11][CH:10]=1)[CH2:25][CH2:26][C:27]1[C:35]2[C:30](=[CH:31][CH:32]=[CH:33][CH:34]=2)[NH:29][CH:28]=1)(=[O:24])[C:18]1[CH:19]=[CH:20][CH:21]=[CH:22][CH:23]=1, predict the reactants needed to synthesize it. The reactants are: C[O:2][C:3](=O)[CH:4]=[CH:5][C:6]1[CH:11]=[CH:10][C:9]([CH2:12][N:13]([CH2:25][CH2:26][C:27]2[C:35]3[C:30](=[CH:31][CH:32]=[CH:33][CH:34]=3)[NH:29][CH:28]=2)[C:14]([NH:16][C:17](=[O:24])[C:18]2[CH:23]=[CH:22][CH:21]=[CH:20][CH:19]=2)=[O:15])=[CH:8][CH:7]=1.Cl.[NH2:38][OH:39].C[O-].[Na+].C(=O)=O.Cl. (10) Given the product [NH2:21][C:20]1[CH:19]=[C:18]([C:6]2[CH:5]=[C:4]3[C:9]([C:10]([N:12]4[CH2:17][CH2:16][O:15][CH2:14][CH2:13]4)=[N:11][C:2]([C:36]4[CH:37]=[N:38][C:33]([NH:32][C:30](=[O:31])[O:29][C:25]([CH3:27])([CH3:26])[CH3:28])=[N:34][CH:35]=4)=[N:3]3)=[CH:8][CH:7]=2)[CH:24]=[CH:23][CH:22]=1, predict the reactants needed to synthesize it. The reactants are: Cl[C:2]1[N:11]=[C:10]([N:12]2[CH2:17][CH2:16][O:15][CH2:14][CH2:13]2)[C:9]2[C:4](=[CH:5][C:6]([C:18]3[CH:19]=[C:20]([CH:22]=[CH:23][CH:24]=3)[NH2:21])=[CH:7][CH:8]=2)[N:3]=1.[C:25]([O:29][C:30]([NH:32][C:33]1[N:38]=[CH:37][C:36](B(O)O)=[CH:35][N:34]=1)=[O:31])([CH3:28])([CH3:27])[CH3:26].P([O-])([O-])([O-])=O.[K+].[K+].[K+].O1CCOCC1.